Predict the reaction yield, written as a fraction of the theoretical maximum amount of product (1.0 means a 100% yield; for example, 0.34 means a 34% yield). From a dataset of Reaction yield outcomes from USPTO patents with 853,638 reactions. (1) The reactants are [CH3:1][O:2][CH2:3][N:4]1[C:8]2[CH:9]=[CH:10][C:11]([C:13]([C:15]3[NH:19][N:18]=[CH:17][CH:16]=3)=[CH2:14])=[CH:12][C:7]=2[S:6][C:5]1=[O:20]. The catalyst is CCOC(C)=O.[Pd]. The product is [CH3:1][O:2][CH2:3][N:4]1[C:8]2[CH:9]=[CH:10][C:11]([CH:13]([C:15]3[NH:19][N:18]=[CH:17][CH:16]=3)[CH3:14])=[CH:12][C:7]=2[S:6][C:5]1=[O:20]. The yield is 0.920. (2) The reactants are [NH:1]1[CH:5]=[CH:4][CH:3]=[N:2]1.CC([O-])(C)C.[K+].[Br:12][C:13]1[CH:18]=[CH:17][CH:16]=[C:15](Br)[N:14]=1. The catalyst is O1CCOCC1. The product is [Br:12][C:13]1[CH:18]=[CH:17][CH:16]=[C:15]([N:1]2[CH:5]=[CH:4][CH:3]=[N:2]2)[N:14]=1. The yield is 0.900.